This data is from Catalyst prediction with 721,799 reactions and 888 catalyst types from USPTO. The task is: Predict which catalyst facilitates the given reaction. (1) Reactant: [CH3:1][C@@H:2]1[CH2:7][CH:6]([C@H:8]([NH:19][C:20]([O:22][CH3:23])=[O:21])[C:9]([O:11]CC2C=CC=CC=2)=[O:10])[CH2:5][C@@H:4]([CH3:24])[O:3]1. Product: [CH3:1][C@@H:2]1[CH2:7][CH:6]([C@H:8]([NH:19][C:20]([O:22][CH3:23])=[O:21])[C:9]([OH:11])=[O:10])[CH2:5][C@@H:4]([CH3:24])[O:3]1. The catalyst class is: 19. (2) Reactant: [CH2:1]([C@@H:8]1[C@@H:16]([CH2:17][C:18]2[CH:23]=[CH:22][CH:21]=[CH:20][CH:19]=2)[C@H:15]([CH3:24])[O:14][C:13](=[O:25])[C@@H:12]([NH:26][C:27](=[O:37])[C:28]2[C:33]([OH:34])=[C:32]([O:35][CH3:36])[CH:31]=[CH:30][N:29]=2)[CH2:11][CH2:10][CH2:9]1)[C:2]1[CH:7]=[CH:6][CH:5]=[CH:4][CH:3]=1.[CH2:38]([O:40][CH2:41][C:42]([O:44][CH2:45]Cl)=[O:43])[CH3:39].[Na+].[I-].C([O-])([O-])=O.[Na+].[Na+]. Product: [CH2:38]([O:40][CH2:41][C:42]([O:44][CH2:45][O:34][C:33]1[C:28]([C:27](=[O:37])[NH:26][C@H:12]2[CH2:11][CH2:10][CH2:9][C@H:8]([CH2:1][C:2]3[CH:7]=[CH:6][CH:5]=[CH:4][CH:3]=3)[C@@H:16]([CH2:17][C:18]3[CH:23]=[CH:22][CH:21]=[CH:20][CH:19]=3)[C@H:15]([CH3:24])[O:14][C:13]2=[O:25])=[N:29][CH:30]=[CH:31][C:32]=1[O:35][CH3:36])=[O:43])[CH3:39]. The catalyst class is: 21. (3) Reactant: [Br:1][C:2]1[CH:3]=[C:4]([F:15])[CH:5]=[C:6]2[C:10]=1[N:9]([CH3:11])[C:8]([C:12](O)=[O:13])=[CH:7]2.C[N:17](C=O)C.C(Cl)(=O)C(Cl)=O.[OH-].[NH4+]. Product: [Br:1][C:2]1[CH:3]=[C:4]([F:15])[CH:5]=[C:6]2[C:10]=1[N:9]([CH3:11])[C:8]([C:12]([NH2:17])=[O:13])=[CH:7]2. The catalyst class is: 20. (4) Reactant: Br[CH2:2][C:3]1[C:12]([O:13][C:14]2[CH:19]=[CH:18][C:17]([N+:20]([O-:22])=[O:21])=[CH:16][C:15]=2[Cl:23])=[CH:11][CH:10]=[CH:9][C:4]=1[C:5]([O:7]C)=O.[C:24]([NH2:28])([CH3:27])([CH3:26])[CH3:25].C(=O)([O-])[O-].[K+].[K+].C(#N)C. Product: [C:24]([N:28]1[CH2:2][C:3]2[C:4](=[CH:9][CH:10]=[CH:11][C:12]=2[O:13][C:14]2[CH:19]=[CH:18][C:17]([N+:20]([O-:22])=[O:21])=[CH:16][C:15]=2[Cl:23])[C:5]1=[O:7])([CH3:27])([CH3:26])[CH3:25]. The catalyst class is: 6. (5) Reactant: [CH2:1]([O:3][C:4]1[C:8]([CH2:9][CH2:10][OH:11])=[CH:7][N:6]([C:12]2[CH:17]=[CH:16][C:15]([C:18]([F:21])([F:20])[F:19])=[CH:14][N:13]=2)[N:5]=1)[CH3:2].O[C:23]1[CH:28]=[CH:27][C:26]([CH2:29][CH2:30][C:31]([O:33]CC)=[O:32])=[C:25]([CH3:36])[CH:24]=1.C(P(CCCC)CCCC)CCC.N(C(N1CCCCC1)=O)=NC(N1CCCCC1)=O. Product: [CH2:1]([O:3][C:4]1[C:8]([CH2:9][CH2:10][O:11][C:23]2[CH:28]=[CH:27][C:26]([CH2:29][CH2:30][C:31]([OH:33])=[O:32])=[C:25]([CH3:36])[CH:24]=2)=[CH:7][N:6]([C:12]2[CH:17]=[CH:16][C:15]([C:18]([F:20])([F:19])[F:21])=[CH:14][N:13]=2)[N:5]=1)[CH3:2]. The catalyst class is: 7. (6) Reactant: [CH3:1][C:2]([CH3:5])([O-])[CH3:3].[K+].[Br-].C([P+](C1C=CC=CC=1)(C1C=CC=CC=1)C1C=CC=CC=1)C(C)C.[CH:31]([C@H:33]1[CH2:38][CH2:37][C@H:36]([NH:39][C:40](=[O:46])[O:41][C:42]([CH3:45])([CH3:44])[CH3:43])[CH2:35][CH2:34]1)=O.[Cl-].[NH4+]. Product: [CH3:1][CH:2]([CH3:5])/[CH:3]=[CH:31]\[C@H:33]1[CH2:38][CH2:37][C@H:36]([NH:39][C:40](=[O:46])[O:41][C:42]([CH3:45])([CH3:44])[CH3:43])[CH2:35][CH2:34]1. The catalyst class is: 9. (7) Reactant: [OH:1][C:2]1[CH:7]=[CH:6][CH:5]=[CH:4][C:3]=1[CH2:8][CH2:9][C:10]([O:12][CH3:13])=[O:11].Br[CH2:15][CH2:16][CH2:17][Cl:18].C(=O)([O-])[O-].[K+].[K+]. Product: [Cl:18][CH2:17][CH2:16][CH2:15][O:1][C:2]1[CH:7]=[CH:6][CH:5]=[CH:4][C:3]=1[CH2:8][CH2:9][C:10]([O:12][CH3:13])=[O:11]. The catalyst class is: 31.